From a dataset of Full USPTO retrosynthesis dataset with 1.9M reactions from patents (1976-2016). Predict the reactants needed to synthesize the given product. Given the product [C:69]([C:68]1[CH:71]=[CH:72][C:65]([NH:64][C:30]([CH:20]2[NH:19][CH:18]([CH2:33][C:34]([CH3:35])([CH3:36])[CH3:37])[C:17]3([C:12]4[C:13](=[CH:14][C:9]([Cl:8])=[CH:10][C:11]=4[F:39])[NH:15][C:16]3=[O:38])[CH:21]2[C:22]2[CH:27]=[CH:26][CH:25]=[C:24]([Cl:28])[C:23]=2[F:29])=[O:31])=[C:66]([O:73][CH3:74])[CH:67]=1)#[N:70], predict the reactants needed to synthesize it. The reactants are: FC(F)(F)C(O)=O.[Cl:8][C:9]1[CH:14]=[C:13]2[NH:15][C:16](=[O:38])[C:17]3([CH:21]([C:22]4[CH:27]=[CH:26][CH:25]=[C:24]([Cl:28])[C:23]=4[F:29])[CH:20]([C:30](O)=[O:31])[NH:19][CH:18]3[CH2:33][C:34]([CH3:37])([CH3:36])[CH3:35])[C:12]2=[C:11]([F:39])[CH:10]=1.C(N(C(C)C)CC)(C)C.C1(P(Cl)(C2C=CC=CC=2)=O)C=CC=CC=1.[NH2:64][C:65]1[CH:72]=[CH:71][C:68]([C:69]#[N:70])=[CH:67][C:66]=1[O:73][CH3:74].